This data is from Forward reaction prediction with 1.9M reactions from USPTO patents (1976-2016). The task is: Predict the product of the given reaction. (1) Given the reactants [CH:1]([C:3]1[C:11]2[B:10]([OH:12])[O:9][CH2:8][C:7]=2[CH:6]=[CH:5][CH:4]=1)=O.[NH3:13].II.[O-]S([O-])(=S)=O.[Na+].[Na+].Cl, predict the reaction product. The product is: [C:1]([C:3]1[C:11]2[B:10]([OH:12])[O:9][CH2:8][C:7]=2[CH:6]=[CH:5][CH:4]=1)#[N:13]. (2) Given the reactants [CH:1](=[O:4])[CH2:2][CH3:3].[Br:5][C:6]1[CH:11]=[CH:10][C:9](/[CH:12]=[CH:13]/[N+:14]([O-:16])=[O:15])=[CH:8][CH:7]=1.CC(O)C.CCCCCC, predict the reaction product. The product is: [Br:5][C:6]1[CH:7]=[CH:8][C:9]([C@H:12]([CH2:13][N+:14]([O-:16])=[O:15])[C@H:2]([CH3:3])[CH:1]=[O:4])=[CH:10][CH:11]=1. (3) Given the reactants [CH2:1]([NH2:8])[C:2]1[CH:7]=[CH:6][CH:5]=[CH:4][CH:3]=1.C(=O)([O-])[O-].[K+].[K+].[CH3:15][O:16][C:17](=[O:34])[C@H:18]([NH:29][C:30](=[O:33])[CH2:31]Cl)[CH2:19][C:20]1[CH:25]=[CH:24][C:23]([CH3:26])=[C:22]([O:27][CH3:28])[CH:21]=1.Cl, predict the reaction product. The product is: [CH3:15][O:16][C:17](=[O:34])[C@H:18]([NH:29][C:30](=[O:33])[CH2:31][NH:8][CH2:1][C:2]1[CH:7]=[CH:6][CH:5]=[CH:4][CH:3]=1)[CH2:19][C:20]1[CH:25]=[CH:24][C:23]([CH3:26])=[C:22]([O:27][CH3:28])[CH:21]=1.